This data is from Forward reaction prediction with 1.9M reactions from USPTO patents (1976-2016). The task is: Predict the product of the given reaction. (1) Given the reactants [C:1]([C:3]1[C:4]([N:21]2[CH2:26][CH2:25][CH:24]([C:27](O)=[O:28])[CH2:23][CH2:22]2)=[N:5][C:6]([CH2:14][N:15]2[CH2:19][CH2:18][CH2:17][C:16]2=[O:20])=[C:7]([C:9]([O:11][CH2:12][CH3:13])=[O:10])[CH:8]=1)#[N:2].[F:30][C:31]1[CH:36]=[C:35]([F:37])[CH:34]=[CH:33][C:32]=1[CH2:38][S:39]([NH2:42])(=[O:41])=[O:40], predict the reaction product. The product is: [C:1]([C:3]1[C:4]([N:21]2[CH2:26][CH2:25][CH:24]([C:27](=[O:28])[NH:42][S:39]([CH2:38][C:32]3[CH:33]=[CH:34][C:35]([F:37])=[CH:36][C:31]=3[F:30])(=[O:40])=[O:41])[CH2:23][CH2:22]2)=[N:5][C:6]([CH2:14][N:15]2[CH2:19][CH2:18][CH2:17][C:16]2=[O:20])=[C:7]([CH:8]=1)[C:9]([O:11][CH2:12][CH3:13])=[O:10])#[N:2]. (2) Given the reactants [Cl:1][C:2]1[CH:3]=[C:4]([C:8]2[C:12]([NH:13][C:14]([C:16]3[CH:17]=[N:18][N:19]4[CH:24]=[CH:23][CH:22]=[N:21][C:20]=34)=[O:15])=[CH:11][NH:10][N:9]=2)[CH:5]=[CH:6][CH:7]=1.C(=O)([O-])[O-].[Cs+].[Cs+].[CH:31](I)([CH3:33])[CH3:32], predict the reaction product. The product is: [Cl:1][C:2]1[CH:3]=[C:4]([C:8]2[C:12]([NH:13][C:14]([C:16]3[CH:17]=[N:18][N:19]4[CH:24]=[CH:23][CH:22]=[N:21][C:20]=34)=[O:15])=[CH:11][N:10]([CH:31]([CH3:33])[CH3:32])[N:9]=2)[CH:5]=[CH:6][CH:7]=1. (3) Given the reactants [Cl:1][C:2]1[CH:3]=[C:4]([CH:13]=[CH:14][CH:15]=1)[O:5][C:6]1[CH:12]=[CH:11][C:9]([NH2:10])=[CH:8][CH:7]=1.[CH2:16]([O:23][CH2:24][C@H:25]([NH:29]C(OC(C)(C)C)=O)[C:26](O)=[O:27])[C:17]1[CH:22]=[CH:21][CH:20]=[CH:19][CH:18]=1, predict the reaction product. The product is: [NH2:29][C@@H:25]([CH2:24][O:23][CH2:16][C:17]1[CH:22]=[CH:21][CH:20]=[CH:19][CH:18]=1)[C:26]([NH:10][C:9]1[CH:11]=[CH:12][C:6]([O:5][C:4]2[CH:13]=[CH:14][CH:15]=[C:2]([Cl:1])[CH:3]=2)=[CH:7][CH:8]=1)=[O:27]. (4) Given the reactants [CH3:1][CH:2]1[N:11]2[CH:12]=[C:13]([C:16]([OH:18])=[O:17])[C:14](=[O:15])[C:9]3[C:10]2=[C:5]([CH:6]=[C:7](F)[CH:8]=3)[CH2:4][CH2:3]1.[NH2:20][CH2:21][CH2:22][O:23][CH2:24][CH2:25][NH2:26], predict the reaction product. The product is: [NH2:20][CH2:21][CH2:22][O:23][CH2:24][CH2:25][NH:26][C:7]1[CH:8]=[C:9]2[C:10]3=[C:5]([CH2:4][CH2:3][CH:2]([CH3:1])[N:11]3[CH:12]=[C:13]([C:16]([OH:18])=[O:17])[C:14]2=[O:15])[CH:6]=1. (5) Given the reactants [CH3:1][C:2]1[N:7]=[C:6]([C:8]2[N:9]=[C:10]([C:17]3[CH:18]=[N:19][CH:20]=[C:21]([CH:25]=3)[C:22](O)=[O:23])[C:11]3[CH:16]=[CH:15][NH:14][C:12]=3[N:13]=2)[CH:5]=[CH:4][CH:3]=1.[CH2:26]([NH2:28])[CH3:27].CCN=C=NCCCN(C)C.Cl.C1C=CC2N(O)N=NC=2C=1, predict the reaction product. The product is: [CH2:26]([NH:28][C:22](=[O:23])[C:21]1[CH:25]=[C:17]([C:10]2[C:11]3[CH:16]=[CH:15][NH:14][C:12]=3[N:13]=[C:8]([C:6]3[CH:5]=[CH:4][CH:3]=[C:2]([CH3:1])[N:7]=3)[N:9]=2)[CH:18]=[N:19][CH:20]=1)[CH3:27]. (6) Given the reactants [N:1]#[C:2]Br.[Br:4][C:5]1[CH:11]=[CH:10][C:8]([NH2:9])=[CH:7][CH:6]=1, predict the reaction product. The product is: [Br:4][C:5]1[CH:11]=[CH:10][C:8]([NH:9][C:2]#[N:1])=[CH:7][CH:6]=1. (7) Given the reactants Br[C:2]1[CH:3]=[C:4]([F:29])[CH:5]=[C:6]2[C:14]=1[N:13]([CH2:15][C:16]1[CH:21]=[CH:20][C:19]([Cl:22])=[CH:18][CH:17]=1)[C:12]1[CH:11]([CH2:23][C:24]([O:26]CC)=[O:25])[CH2:10][CH2:9][CH2:8][C:7]2=1.[Na+].[CH3:31][S:32]([O-:34])=[O:33].[OH-].[Na+].Cl, predict the reaction product. The product is: [Cl:22][C:19]1[CH:18]=[CH:17][C:16]([CH2:15][N:13]2[C:12]3[CH:11]([CH2:23][C:24]([OH:26])=[O:25])[CH2:10][CH2:9][CH2:8][C:7]=3[C:6]3[C:14]2=[C:2]([S:32]([CH3:31])(=[O:34])=[O:33])[CH:3]=[C:4]([F:29])[CH:5]=3)=[CH:21][CH:20]=1.